Dataset: Catalyst prediction with 721,799 reactions and 888 catalyst types from USPTO. Task: Predict which catalyst facilitates the given reaction. (1) Reactant: Cl[S:2]([OH:5])(=O)=[O:3].[NH:6]([C:13]1[N:18]=[C:17]([C:19]2[N:23]([CH2:24][CH3:25])[C:22]([CH3:26])=[N:21][CH:20]=2)[CH:16]=[CH:15][N:14]=1)[C:7]1[CH:12]=[CH:11][CH:10]=[CH:9][CH:8]=1.NCC[CH2:30][CH2:31][OH:32].[CH2:33]([N:35](CC)C)[CH3:34].S(Cl)(Cl)=[O:40]. Product: [CH2:24]([N:23]1[C:19]([C:17]2[CH:16]=[CH:15][N:14]=[C:13]([NH:6][C:7]3[CH:12]=[CH:11][C:10]([S:2](=[O:5])(=[O:3])[NH:35][CH2:33][CH2:34][O:40][CH2:30][CH2:31][OH:32])=[CH:9][CH:8]=3)[N:18]=2)=[CH:20][N:21]=[C:22]1[CH3:26])[CH3:25]. The catalyst class is: 5. (2) Reactant: C1(P(C2C=CC=CC=2)C2C=CC=CC=2)C=CC=CC=1.N(C(OC(C)C)=O)=NC([O-])=O.O[CH2:32][C@H:33]([CH2:37][C:38]1[CH:43]=[CH:42][C:41]2[O:44][CH2:45][O:46][C:40]=2[CH:39]=1)[C:34]([OH:36])=[O:35]. Product: [CH2:45]1[O:44][C:41]2[CH:42]=[CH:43][C:38]([CH2:37][C@H:33]3[CH2:32][O:35][C:34]3=[O:36])=[CH:39][C:40]=2[O:46]1. The catalyst class is: 7. (3) Reactant: [H-].[H-].[H-].[H-].[Li+].[Al+3].[NH2:7][C:8]1[CH:16]=[CH:15][CH:14]=[C:13]([F:17])[C:9]=1[C:10](O)=[O:11]. Product: [NH2:7][C:8]1[CH:16]=[CH:15][CH:14]=[C:13]([F:17])[C:9]=1[CH2:10][OH:11]. The catalyst class is: 1. (4) Reactant: [C:1]([CH:8]([NH2:18])[C:9]1[O:10][CH2:11][CH:12]([C:14]([O:16][CH3:17])=[O:15])[N:13]=1)([O:3][C:4]([CH3:7])([CH3:6])[CH3:5])=[O:2]. Product: [C:1]([CH:8]([NH2:18])[C:9]1[O:10][CH:11]=[C:12]([C:14]([O:16][CH3:17])=[O:15])[N:13]=1)([O:3][C:4]([CH3:7])([CH3:6])[CH3:5])=[O:2]. The catalyst class is: 2. (5) Reactant: Cl.Cl.Cl.[NH:4]1[CH2:9][CH2:8][CH:7]([N:10]2[CH2:13][C:12]([CH2:36][C:37]#[N:38])([N:14]3[CH:18]=[C:17]([C:19]4[C:20]5[CH:27]=[CH:26][N:25]([CH2:28][O:29][CH2:30][CH2:31][Si:32]([CH3:35])([CH3:34])[CH3:33])[C:21]=5[N:22]=[CH:23][N:24]=4)[CH:16]=[CH:15]3)[CH2:11]2)[CH2:6][CH2:5]1.[F:39][C:40]1[C:48]([C:49]([F:52])([F:51])[F:50])=[N:47][CH:46]=[CH:45][C:41]=1[C:42](O)=[O:43].F[P-](F)(F)(F)(F)F.N1(O[P+](N(C)C)(N(C)C)N(C)C)C2C=CC=CC=2N=N1.C(N(CC)CC)C.C([O-])(O)=O.[Na+]. Product: [F:39][C:40]1[C:48]([C:49]([F:52])([F:50])[F:51])=[N:47][CH:46]=[CH:45][C:41]=1[C:42]([N:4]1[CH2:9][CH2:8][CH:7]([N:10]2[CH2:11][C:12]([CH2:36][C:37]#[N:38])([N:14]3[CH:18]=[C:17]([C:19]4[C:20]5[CH:27]=[CH:26][N:25]([CH2:28][O:29][CH2:30][CH2:31][Si:32]([CH3:34])([CH3:33])[CH3:35])[C:21]=5[N:22]=[CH:23][N:24]=4)[CH:16]=[CH:15]3)[CH2:13]2)[CH2:6][CH2:5]1)=[O:43]. The catalyst class is: 31. (6) Reactant: [C:1]([C:4]1[CH:18]=[C:17]([C:19]([OH:21])=[O:20])[CH:16]=[CH:15][C:5]=1[C:6]([C:8]1[CH:13]=[CH:12][C:11]([F:14])=[CH:10][CH:9]=1)=[O:7])(O)=[O:2]. Product: [F:14][C:11]1[CH:12]=[CH:13][C:8]([CH:6]2[C:5]3[C:4](=[CH:18][C:17]([C:19]([OH:21])=[O:20])=[CH:16][CH:15]=3)[C:1](=[O:2])[O:7]2)=[CH:9][CH:10]=1. The catalyst class is: 15.